Dataset: Forward reaction prediction with 1.9M reactions from USPTO patents (1976-2016). Task: Predict the product of the given reaction. (1) Given the reactants [Cl:1][C:2]1[CH:7]=[CH:6][CH:5]=[C:4]([Cl:8])[C:3]=1[CH:9]1[CH2:14][CH2:13][NH:12][CH2:11][CH2:10]1.C=O.[C:17]1([C:23]2[NH:24][C:25]3[C:30]([CH:31]=2)=[CH:29][CH:28]=[CH:27][CH:26]=3)[CH:22]=[CH:21][CH:20]=[CH:19][CH:18]=1.[NH4+].[OH-].[CH3:34]COCC.Cl, predict the reaction product. The product is: [ClH:1].[Cl:8][C:4]1[CH:5]=[CH:6][CH:7]=[C:2]([Cl:1])[C:3]=1[CH:9]1[CH2:10][CH2:11][N:12]([CH2:34][C:31]2[C:30]3[C:25](=[CH:26][CH:27]=[CH:28][CH:29]=3)[NH:24][C:23]=2[C:17]2[CH:22]=[CH:21][CH:20]=[CH:19][CH:18]=2)[CH2:13][CH2:14]1. (2) Given the reactants [F:1][C:2]([F:33])([O:7][C:8]1[CH:13]=[CH:12][C:11]([N:14]2[CH:18]=[N:17][C:16]([C:19]3[CH:24]=[CH:23][C:22]([NH:25]C(=O)OC(C)(C)C)=[CH:21][CH:20]=3)=[N:15]2)=[CH:10][CH:9]=1)[C:3]([F:6])([F:5])[F:4].C([O-])(O)=O.[Na+], predict the reaction product. The product is: [F:33][C:2]([F:1])([O:7][C:8]1[CH:9]=[CH:10][C:11]([N:14]2[CH:18]=[N:17][C:16]([C:19]3[CH:20]=[CH:21][C:22]([NH2:25])=[CH:23][CH:24]=3)=[N:15]2)=[CH:12][CH:13]=1)[C:3]([F:6])([F:5])[F:4]. (3) Given the reactants N1C=CC=C(C=C[N:9]2[CH:18]=[CH:17][C:16]3[C:11](=[CH:12][CH:13]=[CH:14][CH:15]=3)[C:10]2=[O:19])C=1, predict the reaction product. The product is: [N:9]1[CH:18]=[CH:17][CH:16]=[C:11]([CH2:12][CH2:13][C:17]2[C:16]3[C:11](=[CH:12][CH:13]=[CH:14][CH:15]=3)[C:10](=[O:19])[NH:9][CH:18]=2)[CH:10]=1. (4) The product is: [C:14]([C:13]1[CH:16]=[C:17]([C:20]2[O:24][N:23]=[C:22]([C:25]3[C:26]([CH3:35])=[C:27]4[C:32](=[CH:33][CH:34]=3)[CH2:31][N:30]([CH2:38][CH2:37][C:36]([O:40][CH2:41][CH3:42])=[O:39])[CH2:29][CH2:28]4)[N:21]=2)[CH:18]=[CH:19][C:12]=1[O:11][CH:9]([CH3:8])[CH3:10])#[N:15]. Given the reactants FC(F)(F)C(O)=O.[CH3:8][CH:9]([O:11][C:12]1[CH:19]=[CH:18][C:17]([C:20]2[O:24][N:23]=[C:22]([C:25]3[C:26]([CH3:35])=[C:27]4[C:32](=[CH:33][CH:34]=3)[CH2:31][NH:30][CH2:29][CH2:28]4)[N:21]=2)=[CH:16][C:13]=1[C:14]#[N:15])[CH3:10].[C:36]([O:40][CH2:41][CH3:42])(=[O:39])[CH:37]=[CH2:38].C1CCN2C(=NCCC2)CC1, predict the reaction product. (5) Given the reactants [NH2:1][C:2]1[C:11]2[C:6](=[C:7](Br)[CH:8]=[CH:9][CH:10]=2)[N:5]=[N:4][C:3]=1[C:13]([NH:15][CH2:16][CH2:17][CH3:18])=[O:14].CC1(C)C(C)(C)OB([C:27]2[CH:28]=[C:29]3[C:34](=[CH:35][CH:36]=2)[N:33]=[CH:32][CH:31]=[CH:30]3)O1, predict the reaction product. The product is: [NH2:1][C:2]1[C:11]2[C:6](=[C:7]([C:27]3[CH:28]=[C:29]4[C:34](=[CH:35][CH:36]=3)[N:33]=[CH:32][CH:31]=[CH:30]4)[CH:8]=[CH:9][CH:10]=2)[N:5]=[N:4][C:3]=1[C:13]([NH:15][CH2:16][CH2:17][CH3:18])=[O:14]. (6) Given the reactants [Br:1][C:2]1[N:7]=[C:6]([C:8]([OH:10])=[O:9])[CH:5]=[CH:4][CH:3]=1.N1C=CC=CC=1.S(Cl)(C1C=[CH:25][C:23]([CH3:24])=[CH:22]C=1)(=O)=O, predict the reaction product. The product is: [C:23]([O:9][C:8]([C:6]1[CH:5]=[CH:4][CH:3]=[C:2]([Br:1])[N:7]=1)=[O:10])([CH3:25])([CH3:24])[CH3:22]. (7) Given the reactants [NH2:1][C:2]1[NH:6][N:5]=[C:4]([NH:7][C:8]2[CH:13]=[CH:12][CH:11]=[C:10]([Cl:14])[CH:9]=2)[C:3]=1[C:15]#[N:16].[F:17][C:18]([F:28])([F:27])[C:19]1[CH:24]=[CH:23][C:22]([CH:25]=O)=[CH:21][CH:20]=1, predict the reaction product. The product is: [Cl:14][C:10]1[CH:9]=[C:8]([NH:7][C:4]2[C:3]([C:15]#[N:16])=[C:2]([N:1]=[CH:25][C:22]3[CH:21]=[CH:20][C:19]([C:18]([F:17])([F:27])[F:28])=[CH:24][CH:23]=3)[NH:6][N:5]=2)[CH:13]=[CH:12][CH:11]=1. (8) Given the reactants [Br:1][C:2]1[CH:7]=[C:6]([O:8][CH3:9])[C:5]([O:10][CH3:11])=[CH:4][C:3]=1[S:12](Cl)(=[O:14])=[O:13].[CH3:16][N:17]([CH2:19][CH2:20][O:21][C:22]1[CH:23]=[C:24]([CH:26]=[CH:27][C:28]=1[Cl:29])[NH2:25])[CH3:18], predict the reaction product. The product is: [Br:1][C:2]1[CH:7]=[C:6]([O:8][CH3:9])[C:5]([O:10][CH3:11])=[CH:4][C:3]=1[S:12]([NH:25][C:24]1[CH:26]=[CH:27][C:28]([Cl:29])=[C:22]([O:21][CH2:20][CH2:19][N:17]([CH3:18])[CH3:16])[CH:23]=1)(=[O:14])=[O:13]. (9) Given the reactants [CH3:1][N:2]1[C:7]2[S:8][C:9]([C:11]([OH:13])=O)=[CH:10][C:6]=2[C:5](=[O:14])[NH:4][C:3]1=[O:15].[CH:16]1[CH:17]=[CH:18][C:19]2N(O)N=[N:22][C:20]=2C=1.CN1[CH2:32][CH2:31][O:30][CH2:29]C1.COC1C=CC(CN)=CC=1.CCN=C=NCCCN(C)C.Cl, predict the reaction product. The product is: [CH3:29][O:30][C:31]1[CH:32]=[C:19]([CH:18]=[CH:17][CH:16]=1)[CH2:20][NH:22][C:11]([C:9]1[S:8][C:7]2[N:2]([CH3:1])[C:3](=[O:15])[NH:4][C:5](=[O:14])[C:6]=2[CH:10]=1)=[O:13].